This data is from CYP2D6 inhibition data for predicting drug metabolism from PubChem BioAssay. The task is: Regression/Classification. Given a drug SMILES string, predict its absorption, distribution, metabolism, or excretion properties. Task type varies by dataset: regression for continuous measurements (e.g., permeability, clearance, half-life) or binary classification for categorical outcomes (e.g., BBB penetration, CYP inhibition). Dataset: cyp2d6_veith. (1) The molecule is O=c1c(CCc2ccccc2)nc2cnc(Oc3ccccc3)nc2n1C1CC1. The result is 0 (non-inhibitor). (2) The compound is CC(C)c1ccc(/C=C2\C=C(c3ccc4ccccc4c3)OC2=O)cc1. The result is 0 (non-inhibitor). (3) The molecule is NC[C@H]1O[C@@H](n2cnc3c(=O)[nH]c(N)nc32)[C@@H](O)[C@@H]1O. The result is 0 (non-inhibitor). (4) The compound is O=C(c1ccccc1)c1nc2ccccc2n(CCCn2c(=O)c(C(=O)c3ccccc3)nc3ccccc32)c1=O. The result is 0 (non-inhibitor).